From a dataset of NCI-60 drug combinations with 297,098 pairs across 59 cell lines. Regression. Given two drug SMILES strings and cell line genomic features, predict the synergy score measuring deviation from expected non-interaction effect. (1) Drug 1: CC1OCC2C(O1)C(C(C(O2)OC3C4COC(=O)C4C(C5=CC6=C(C=C35)OCO6)C7=CC(=C(C(=C7)OC)O)OC)O)O. Drug 2: C(=O)(N)NO. Cell line: MDA-MB-231. Synergy scores: CSS=26.3, Synergy_ZIP=-1.05, Synergy_Bliss=-0.0391, Synergy_Loewe=-9.81, Synergy_HSA=2.37. (2) Drug 1: C1=CC(=CC=C1CC(C(=O)O)N)N(CCCl)CCCl.Cl. Drug 2: C1=CC=C(C=C1)NC(=O)CCCCCCC(=O)NO. Cell line: SN12C. Synergy scores: CSS=15.6, Synergy_ZIP=-2.19, Synergy_Bliss=5.30, Synergy_Loewe=3.34, Synergy_HSA=5.01. (3) Drug 1: CCCS(=O)(=O)NC1=C(C(=C(C=C1)F)C(=O)C2=CNC3=C2C=C(C=N3)C4=CC=C(C=C4)Cl)F. Drug 2: C1C(C(OC1N2C=NC(=NC2=O)N)CO)O. Cell line: HCT116. Synergy scores: CSS=32.8, Synergy_ZIP=1.08, Synergy_Bliss=-1.10, Synergy_Loewe=-20.9, Synergy_HSA=-2.46.